The task is: Predict the product of the given reaction.. This data is from Forward reaction prediction with 1.9M reactions from USPTO patents (1976-2016). (1) Given the reactants Cl.O1CCOCC1.C(OC(=O)[NH:14][C:15]1[CH:20]=[CH:19][C:18]([C:21](=[O:41])[NH:22][C@H:23]2[C:26]([CH3:28])([CH3:27])[C@H:25]([O:29][C:30]3[CH:35]=[CH:34][C:33]([C:36]#[N:37])=[C:32]([Cl:38])[CH:31]=3)[C:24]2([CH3:40])[CH3:39])=[CH:17][CH:16]=1)(C)(C)C, predict the reaction product. The product is: [NH2:14][C:15]1[CH:16]=[CH:17][C:18]([C:21]([NH:22][C@H:23]2[C:26]([CH3:28])([CH3:27])[C@H:25]([O:29][C:30]3[CH:35]=[CH:34][C:33]([C:36]#[N:37])=[C:32]([Cl:38])[CH:31]=3)[C:24]2([CH3:40])[CH3:39])=[O:41])=[CH:19][CH:20]=1. (2) Given the reactants Cl[C:2]1[C:11]([C:12]#[N:13])=[C:10]([C:14]2[CH:19]=[CH:18][CH:17]=[CH:16][CH:15]=2)[C:9]2[C:4](=[CH:5][C:6]([O:20][CH3:21])=[CH:7][CH:8]=2)[N:3]=1.[NH:22]1[CH2:27][CH2:26][CH2:25][CH2:24][CH2:23]1, predict the reaction product. The product is: [CH3:21][O:20][C:6]1[CH:5]=[C:4]2[C:9]([C:10]([C:14]3[CH:19]=[CH:18][CH:17]=[CH:16][CH:15]=3)=[C:11]([C:12]#[N:13])[C:2]([N:22]3[CH2:27][CH2:26][CH2:25][CH2:24][CH2:23]3)=[N:3]2)=[CH:8][CH:7]=1. (3) Given the reactants [NH2:1][C:2]1[C:3]([C:16]2[CH:24]=[CH:23][C:19]([C:20](O)=[O:21])=[C:18]([F:25])[CH:17]=2)=[N:4][C:5]([C@H:8]2[CH2:13][CH2:12][C@H:11]([OH:14])[C@@H:10]([F:15])[CH2:9]2)=[CH:6][N:7]=1.[NH2:26][C@@H:27]([C:43]1[CH:48]=[C:47]([F:49])[CH:46]=[C:45]([Br:50])[CH:44]=1)[CH2:28][N:29]([CH3:42])S(C1C=CC=CC=1[N+]([O-])=O)(=O)=O.C1C=NC2N(O)N=NC=2C=1.CCN(C(C)C)C(C)C.CCN=C=NCCCN(C)C.Cl, predict the reaction product. The product is: [NH2:1][C:2]1[C:3]([C:16]2[CH:24]=[CH:23][C:19]([C:20]([NH:26][C@@H:27]([C:43]3[CH:48]=[C:47]([F:49])[CH:46]=[C:45]([Br:50])[CH:44]=3)[CH2:28][NH:29][CH3:42])=[O:21])=[C:18]([F:25])[CH:17]=2)=[N:4][C:5]([C@H:8]2[CH2:13][CH2:12][C@H:11]([OH:14])[C@@H:10]([F:15])[CH2:9]2)=[CH:6][N:7]=1. (4) Given the reactants [Cl:1][C:2]1[CH:7]=[CH:6][C:5]([N+:8]([O-:10])=[O:9])=[CH:4][C:3]=1[OH:11].C(=O)([O-])[O-].[Cs+].[Cs+].Br[CH2:19][CH2:20][CH2:21][NH:22][C:23](=[O:29])[O:24][C:25]([CH3:28])([CH3:27])[CH3:26], predict the reaction product. The product is: [Cl:1][C:2]1[CH:7]=[CH:6][C:5]([N+:8]([O-:10])=[O:9])=[CH:4][C:3]=1[O:11][CH2:19][CH2:20][CH2:21][NH:22][C:23](=[O:29])[O:24][C:25]([CH3:28])([CH3:27])[CH3:26]. (5) Given the reactants C([Li])(C)(C)C.[CH:6]([O:8][CH2:9][CH2:10][CH2:11][CH3:12])=[CH2:7].[Cl:13][C:14]1[N:15]=[N:16][C:17](Cl)=[CH:18][CH:19]=1, predict the reaction product. The product is: [CH2:9]([O:8][C:6]([C:17]1[N:16]=[N:15][C:14]([Cl:13])=[CH:19][CH:18]=1)=[CH2:7])[CH2:10][CH2:11][CH3:12]. (6) Given the reactants [CH2:1]([Sn](CCCC)(CCCC)C=C)[CH2:2]CC.Cl[C:17]1[CH:22]=[CH:21][C:20]([N+:23]([O-:25])=[O:24])=[CH:19][N:18]=1.C1(C)C(O)=CC=CC=1.[F-].[Na+], predict the reaction product. The product is: [CH:1]([C:17]1[CH:22]=[CH:21][C:20]([N+:23]([O-:25])=[O:24])=[CH:19][N:18]=1)=[CH2:2]. (7) Given the reactants [Na].Cl.[O:3]1[C:7]2[CH:8]=[CH:9][C:10]([CH2:12][C:13](=[NH:23])[NH:14][CH2:15][C:16]3[CH:21]=[CH:20][CH:19]=[CH:18][C:17]=3[Cl:22])=[CH:11][C:6]=2[O:5][CH2:4]1.[C:24](OCC)(=[O:31])[CH2:25][C:26](OCC)=[O:27], predict the reaction product. The product is: [O:3]1[C:7]2[CH:8]=[CH:9][C:10]([CH2:12][C:13]3[N:14]([CH2:15][C:16]4[CH:21]=[CH:20][CH:19]=[CH:18][C:17]=4[Cl:22])[C:26](=[O:27])[CH:25]=[C:24]([OH:31])[N:23]=3)=[CH:11][C:6]=2[O:5][CH2:4]1. (8) Given the reactants O.[NH2:2][NH2:3].[Cl:4][C:5]1[CH:10]=[C:9](Cl)[N:8]=[CH:7][N:6]=1, predict the reaction product. The product is: [ClH:4].[Cl:4][C:5]1[CH:10]=[C:9]([NH:2][NH2:3])[N:8]=[CH:7][N:6]=1. (9) Given the reactants [C:1]1([C:7](=[N+]=[N-])[C:8]([O:10][CH3:11])=[O:9])[CH:6]=[CH:5][CH:4]=[CH:3][CH:2]=1.C([N:21]1[CH2:26][CH2:25][CH2:24][CH2:23][CH2:22]1)(OC(C)(C)C)=O.FC(F)(F)C(O)=O, predict the reaction product. The product is: [CH3:11][O:10][C:8]([C@@H:7]([C:1]1[CH:6]=[CH:5][CH:4]=[CH:3][CH:2]=1)[C@@H:22]1[NH:21][CH2:26][CH2:25][CH2:24][CH2:23]1)=[O:9]. (10) Given the reactants [NH:1]([C:8]1[CH:13]=[CH:12][C:11]([OH:14])=[CH:10][CH:9]=1)[C:2]1[CH:7]=[CH:6][CH:5]=[CH:4][CH:3]=1.N1C=CN=C1.[C:20]([Si:24](Cl)([CH3:26])[CH3:25])([CH3:23])([CH3:22])[CH3:21].O, predict the reaction product. The product is: [Si:24]([O:14][C:11]1[CH:10]=[CH:9][C:8]([NH:1][C:2]2[CH:7]=[CH:6][CH:5]=[CH:4][CH:3]=2)=[CH:13][CH:12]=1)([C:20]([CH3:23])([CH3:22])[CH3:21])([CH3:26])[CH3:25].